From a dataset of Forward reaction prediction with 1.9M reactions from USPTO patents (1976-2016). Predict the product of the given reaction. (1) Given the reactants [C@H:1]1([NH:10][C:11]2[CH:20]=[CH:19][C:18]3[C:17]([C:21]#[N:22])=[CH:16][CH:15]=[CH:14][C:13]=3[N:12]=2)[C:9]2[C:4](=[CH:5][CH:6]=[CH:7][CH:8]=2)[CH2:3][CH2:2]1.[F:23][C:24]1[CH:29]=[CH:28][C:27]([Mg]Br)=[CH:26][CH:25]=1.Cl.[OH-].[Na+], predict the reaction product. The product is: [F:23][C:24]1[CH:29]=[CH:28][C:27]([C:21](=[NH:22])[C:17]2[CH:16]=[CH:15][CH:14]=[C:13]3[C:18]=2[CH:19]=[CH:20][C:11]([NH:10][C@H:1]2[C:9]4[C:4](=[CH:5][CH:6]=[CH:7][CH:8]=4)[CH2:3][CH2:2]2)=[N:12]3)=[CH:26][CH:25]=1. (2) Given the reactants [Cl:1][C:2]1[CH:3]=[C:4]2[C:8](=[C:9]([CH2:11]O)[CH:10]=1)[N:7]([CH2:13][CH:14]([CH3:16])[CH3:15])[N:6]=[CH:5]2.[CH3:17][O:18][C:19]([C:21]1[CH:22]=[C:23]2[CH:29]=[N:28][NH:27][C:24]2=[N:25][CH:26]=1)=[O:20], predict the reaction product. The product is: [CH3:17][O:18][C:19]([C:21]1[CH:22]=[C:23]2[CH:29]=[N:28][N:27]([CH2:11][C:9]3[CH:10]=[C:2]([Cl:1])[CH:3]=[C:4]4[C:8]=3[N:7]([CH2:13][CH:14]([CH3:16])[CH3:15])[N:6]=[CH:5]4)[C:24]2=[N:25][CH:26]=1)=[O:20]. (3) Given the reactants [C:1]1([C:7]2([CH2:13][O:14][CH2:15][C:16]3[CH:17]=[C:18]([C:26]4[CH:31]=[CH:30][C:29]([C:32]#[N:33])=[CH:28][CH:27]=4)[CH:19]=[C:20]([C:22]([F:25])([F:24])[F:23])[CH:21]=3)[CH2:12][CH2:11][NH:10][CH2:9][CH2:8]2)[CH:6]=[CH:5][CH:4]=[CH:3][CH:2]=1.C(O[C:37]1(O[Si](C)(C)C)[CH2:39][CH2:38]1)C.C([BH3-])#N.[Na+], predict the reaction product. The product is: [CH:37]1([N:10]2[CH2:11][CH2:12][C:7]([CH2:13][O:14][CH2:15][C:16]3[CH:17]=[C:18]([C:26]4[CH:31]=[CH:30][C:29]([C:32]#[N:33])=[CH:28][CH:27]=4)[CH:19]=[C:20]([C:22]([F:24])([F:25])[F:23])[CH:21]=3)([C:1]3[CH:2]=[CH:3][CH:4]=[CH:5][CH:6]=3)[CH2:8][CH2:9]2)[CH2:39][CH2:38]1. (4) The product is: [N:7]1[CH:2]=[CH:3][CH:4]=[C:5]([O:8][C:27]2[CH2:26][CH2:9][O:12][N:23]=2)[CH:6]=1.[CH3:22][N:23]1[CH:27]=[C:26]([C:2]2[N:7]=[CH:6][C:5]([OH:8])=[CH:4][CH:3]=2)[CH:25]=[N:24]1. Given the reactants Br[C:2]1[N:7]=[CH:6][C:5]([OH:8])=[CH:4][CH:3]=1.[C:9](=[O:12])([O-])[O-].[Na+].[Na+].C1(C)C=CC=CC=1.[CH3:22][N:23]1[CH:27]=[C:26](B2OC(C)(C)C(C)(C)O2)[CH:25]=[N:24]1, predict the reaction product. (5) Given the reactants [CH2:1]([O:3][C:4]1[N:11]=[C:10]([CH:12]=[O:13])[C:9]([N+:14]([O-:16])=[O:15])=[CH:8][C:5]=1[C:6]#[N:7])[CH3:2].CC(=CC)C.Cl([O-])=[O:23].[Na+].O.P([O-])(O)(O)=O.[Na+].Cl, predict the reaction product. The product is: [C:6]([C:5]1[CH:8]=[C:9]([N+:14]([O-:16])=[O:15])[C:10]([C:12]([OH:23])=[O:13])=[N:11][C:4]=1[O:3][CH2:1][CH3:2])#[N:7]. (6) The product is: [F:1][C:2]([C:12]1[CH:17]=[CH:16][C:15]([C:21]2[CH:20]=[N:19][CH:24]=[CH:23][CH:22]=2)=[CH:14][CH:13]=1)([CH3:11])[CH2:3][NH:4][S:5]([CH:8]([CH3:10])[CH3:9])(=[O:7])=[O:6]. Given the reactants [F:1][C:2]([C:12]1[CH:17]=[CH:16][C:15](I)=[CH:14][CH:13]=1)([CH3:11])[CH2:3][NH:4][S:5]([CH:8]([CH3:10])[CH3:9])(=[O:7])=[O:6].[N:19]1[CH:24]=[CH:23][CH:22]=[CH:21][C:20]=1B(O)O.C(=O)([O-])[O-].[K+].[K+].O1CCOCC1.O, predict the reaction product. (7) Given the reactants [O:1]1[C:5]2([CH2:10][CH2:9][C:8](=[O:11])[CH2:7][CH2:6]2)[O:4][CH2:3][CH2:2]1.[CH3:12][Mg]Br, predict the reaction product. The product is: [CH3:12][C:8]1([OH:11])[CH2:7][CH2:6][C:5]2([O:4][CH2:3][CH2:2][O:1]2)[CH2:10][CH2:9]1. (8) Given the reactants [N:1]([CH2:4][C:5]([F:27])([F:26])[CH2:6][C@H:7]([N:17](C)[C:18](=O)OC(C)(C)C)[CH2:8][O:9]C(OC(C)(C)C)=O)=[N+:2]=[N-:3].[ClH:28], predict the reaction product. The product is: [N:1]([CH2:4][C:5]([F:26])([F:27])[CH2:6][C@H:7]([NH:17][CH3:18])[CH2:8][OH:9])=[N+:2]=[N-:3].[ClH:28]. (9) Given the reactants [F:1][C:2]1[CH:7]=[C:6]([C:8]([O:10]C)=[O:9])[CH:5]=[CH:4][C:3]=1[C:12]1[CH:17]=[CH:16][C:15]([O:18][CH2:19][CH:20]2[CH2:25][CH2:24][N:23]([CH2:26][C:27]3([C:31]([F:34])([F:33])[F:32])[CH2:30][CH2:29][CH2:28]3)[CH2:22][CH2:21]2)=[C:14]([F:35])[CH:13]=1.O[Li].O, predict the reaction product. The product is: [F:1][C:2]1[CH:7]=[C:6]([C:8]([OH:10])=[O:9])[CH:5]=[CH:4][C:3]=1[C:12]1[CH:17]=[CH:16][C:15]([O:18][CH2:19][CH:20]2[CH2:25][CH2:24][N:23]([CH2:26][C:27]3([C:31]([F:34])([F:32])[F:33])[CH2:28][CH2:29][CH2:30]3)[CH2:22][CH2:21]2)=[C:14]([F:35])[CH:13]=1. (10) Given the reactants [C:1]1([CH3:14])[CH:6]=[CH:5][C:4]([N:7]=[C:8]2[NH:12][C:11](=[O:13])[CH2:10][S:9]2)=[CH:3][CH:2]=1.[C:15]1([CH2:21][CH2:22][CH:23]=O)[CH:20]=[CH:19][CH:18]=[CH:17][CH:16]=1.CC([O-])=O.[Na+], predict the reaction product. The product is: [C:1]1([CH3:14])[CH:2]=[CH:3][C:4]([N:7]=[C:8]2[NH:12][C:11](=[O:13])[C:10](=[CH:23][CH2:22][CH2:21][C:15]3[CH:20]=[CH:19][CH:18]=[CH:17][CH:16]=3)[S:9]2)=[CH:5][CH:6]=1.